From a dataset of Forward reaction prediction with 1.9M reactions from USPTO patents (1976-2016). Predict the product of the given reaction. (1) Given the reactants N[C:2]1[CH:7]=[CH:6][C:5]([CH2:8][C:9]([OH:11])=[O:10])=[CH:4][CH:3]=1.[CH2:12]([O:19][C:20]([O:22]N1C(=O)CCC1=O)=O)[C:13]1[CH:18]=[CH:17][CH:16]=[CH:15][CH:14]=1.C([N:32](CC)CC)C, predict the reaction product. The product is: [C:20]([C:8]([NH2:32])([C:5]1[CH:6]=[CH:7][CH:2]=[CH:3][CH:4]=1)[C:9]([OH:11])=[O:10])([O:19][CH2:12][C:13]1[CH:14]=[CH:15][CH:16]=[CH:17][CH:18]=1)=[O:22]. (2) Given the reactants [CH3:1][C@H:2]1[C@@H:12]2[CH2:13][CH2:14][C@:15]3([CH3:19])[O:17][O:18][C@:11]42[C@H:5]([C@@H:6]([CH3:20])[C:7]([O:9][C@@H:10]4[O:16]3)=[O:8])[CH2:4][CH2:3]1.O=[CH:22][C@@H:23]([C@H:25]([C@@H:27]([C@@H:29]([CH2:31][OH:32])O)O)O)O.[BH4-].[Na+].Cl[Si](C)(C)C.[OH-:40].[K+].CO.O1CCO[CH2:46][CH2:45]1, predict the reaction product. The product is: [CH3:1][C@@H:2]1[C@H:12]2[CH2:13][CH2:14][C@@:15]3([CH3:19])[O:17][O:18][C@@:11]42[C@H:5]([C@H:6]([CH3:20])[C@H:7]([O:8][CH2:22][C:23]2[CH:45]=[CH:46][C:29]([C:31]([OH:32])=[O:40])=[CH:27][CH:25]=2)[O:9][C@@H:10]4[O:16]3)[CH2:4][CH2:3]1. (3) Given the reactants [Cl:1][C:2]1[N:7]=[C:6]([NH:8][CH2:9][C:10](OC)=[O:11])[C:5]([N+:14]([O-])=O)=[CH:4][CH:3]=1.O.O.[Sn](Cl)Cl, predict the reaction product. The product is: [Cl:1][C:2]1[CH:3]=[CH:4][C:5]2[NH:14][C:10](=[O:11])[CH2:9][NH:8][C:6]=2[N:7]=1. (4) Given the reactants I[C:2]1[CH:7]=[CH:6][N:5]=[C:4]2[NH:8][C:9]([C:11]3[CH:20]=[CH:19][C:14]([C:15]([O:17][CH3:18])=[O:16])=[CH:13][CH:12]=3)=[N:10][C:3]=12.C(=O)([O-])[O-].[K+].[K+].[CH2:27]([O:34][C:35]1[CH:36]=[C:37](B(O)O)[CH:38]=[CH:39][CH:40]=1)[C:28]1[CH:33]=[CH:32][CH:31]=[CH:30][CH:29]=1, predict the reaction product. The product is: [CH2:27]([O:34][C:35]1[CH:40]=[C:39]([C:2]2[CH:7]=[CH:6][N:5]=[C:4]3[NH:8][C:9]([C:11]4[CH:20]=[CH:19][C:14]([C:15]([O:17][CH3:18])=[O:16])=[CH:13][CH:12]=4)=[N:10][C:3]=23)[CH:38]=[CH:37][CH:36]=1)[C:28]1[CH:33]=[CH:32][CH:31]=[CH:30][CH:29]=1. (5) The product is: [F:10][C:8]([F:11])([F:9])[C:6]1[CH:5]=[N:4][C:3]2[C:12]([OH:13])=[N:14][CH:15]=[N:1][C:2]=2[CH:7]=1. Given the reactants [NH2:1][C:2]1[C:3]([C:12]([NH2:14])=[O:13])=[N:4][CH:5]=[C:6]([C:8]([F:11])([F:10])[F:9])[CH:7]=1.[CH2:15](OC(OCC)OCC)C, predict the reaction product. (6) The product is: [CH3:8][C:9]1[CH:16]=[CH:15][C:12]([CH2:13][N:5]2[CH2:6][CH2:7][CH:2]([OH:1])[CH2:3][CH2:4]2)=[CH:11][CH:10]=1. Given the reactants [OH:1][CH:2]1[CH2:7][CH2:6][NH:5][CH2:4][CH2:3]1.[CH3:8][C:9]1[CH:16]=[CH:15][C:12]([CH2:13]Cl)=[CH:11][CH:10]=1.C(=O)([O-])[O-].[K+].[K+], predict the reaction product.